From a dataset of Forward reaction prediction with 1.9M reactions from USPTO patents (1976-2016). Predict the product of the given reaction. (1) Given the reactants Cl[C:2]1[C:11]2[C:6](=[CH:7][CH:8]=[CH:9][CH:10]=2)[N:5]=[CH:4][C:3]=1[N+:12]([O-:14])=[O:13].[NH2:15][CH2:16][C:17]1([OH:20])[CH2:19][CH2:18]1.C(N(CC)CC)C, predict the reaction product. The product is: [NH2:15][CH2:16][C:17]1([OH:20])[CH2:19][CH2:18]1.[N+:12]([C:3]1[CH:4]=[N:5][C:6]2[C:11]([C:2]=1[NH:15][CH2:16][C:17]1([OH:20])[CH2:19][CH2:18]1)=[CH:10][CH:9]=[CH:8][CH:7]=2)([O-:14])=[O:13]. (2) Given the reactants [C:1](OC(=O)C)(=[O:3])[CH3:2].[C:8]([O:11][C@@H:12]1[C@@H:24]([N:25]=[N+:26]=[N-:27])[C@@H:23]([OH:28])[C@@H:22]([CH2:29][OH:30])[O:21][C@H:13]1[S:14][C:15]1[CH:20]=[CH:19][CH:18]=[CH:17][CH:16]=1)(=[O:10])[CH3:9].CCCCCCC.[CH3:38][CH2:39][O:40]C(C)=O, predict the reaction product. The product is: [C:8]([O:11][C@@H:12]1[C@@H:24]([N:25]=[N+:26]=[N-:27])[C@@H:23]([O:28][C:1](=[O:3])[CH3:2])[C@@H:22]([CH2:29][O:30][C:39](=[O:40])[CH3:38])[O:21][C@H:13]1[S:14][C:15]1[CH:16]=[CH:17][CH:18]=[CH:19][CH:20]=1)(=[O:10])[CH3:9]. (3) Given the reactants [CH:1]([C:4]1[CH:9]=[CH:8][CH:7]=[CH:6][C:5]=1[OH:10])([CH3:3])[CH3:2].[OH-].[K+].[CH3:13]I, predict the reaction product. The product is: [CH:1]([C:4]1[CH:9]=[CH:8][CH:7]=[CH:6][C:5]=1[O:10][CH3:13])([CH3:3])[CH3:2]. (4) Given the reactants C([O:3][C:4](=[O:33])[CH2:5][S:6][CH2:7][CH2:8][CH:9]1[S:13][C:12]([C:14]2[NH:15][C:16]3[C:21]([CH:22]=2)=[CH:20][CH:19]=[CH:18][C:17]=3[N:23]([CH3:32])[S:24]([C:27]2[S:28][CH:29]=[CH:30][CH:31]=2)(=[O:26])=[O:25])=[N:11][CH2:10]1)C.[OH-].[K+].Cl, predict the reaction product. The product is: [CH3:32][N:23]([S:24]([C:27]1[S:28][CH:29]=[CH:30][CH:31]=1)(=[O:26])=[O:25])[C:17]1[CH:18]=[CH:19][CH:20]=[C:21]2[C:16]=1[NH:15][C:14]([C:12]1[S:13][CH:9]([CH2:8][CH2:7][S:6][CH2:5][C:4]([OH:33])=[O:3])[CH2:10][N:11]=1)=[CH:22]2. (5) The product is: [F:27][C:28]1[CH:33]=[CH:32][CH:31]=[CH:30][C:29]=1[C:2]1[CH:3]=[N:4][CH:5]=[C:6]2[C:11]=1[N:10]=[C:9]([C:12]([NH:14][CH:15]([C:17]1[CH:22]=[CH:21][C:20]([S:23]([CH3:26])(=[O:25])=[O:24])=[CH:19][CH:18]=1)[CH3:16])=[O:13])[CH:8]=[CH:7]2. Given the reactants Br[C:2]1[CH:3]=[N:4][CH:5]=[C:6]2[C:11]=1[N:10]=[C:9]([C:12]([NH:14][CH:15]([C:17]1[CH:22]=[CH:21][C:20]([S:23]([CH3:26])(=[O:25])=[O:24])=[CH:19][CH:18]=1)[CH3:16])=[O:13])[CH:8]=[CH:7]2.[F:27][C:28]1[CH:33]=[CH:32][CH:31]=[CH:30][C:29]=1B(O)O.C(=O)([O-])[O-].[Cs+].[Cs+], predict the reaction product. (6) The product is: [Cl:1][C:2]1[C:7]([Cl:8])=[CH:6][CH:5]=[CH:4][C:3]=1[S:9]([NH:13][CH2:14][CH2:15][N:16]1[CH2:20][CH2:19][NH:18][C:17]1=[O:21])(=[O:11])=[O:10]. Given the reactants [Cl:1][C:2]1[C:7]([Cl:8])=[CH:6][CH:5]=[CH:4][C:3]=1[S:9](Cl)(=[O:11])=[O:10].[NH2:13][CH2:14][CH2:15][N:16]1[CH2:20][CH2:19][NH:18][C:17]1=[O:21].C(N(CC)CC)C, predict the reaction product. (7) Given the reactants [N+:1]([C:4]1[CH:5]=[C:6]([CH:26]=[CH:27][CH:28]=1)[CH2:7][NH:8][C:9]([C:11]1[CH:12]=[C:13]([C:20]2[CH:25]=[CH:24][CH:23]=[CH:22][CH:21]=2)[C:14]([F:19])=[CH:15][C:16]=1[O:17]C)=[O:10])([O-:3])=[O:2].B(Br)(Br)Br, predict the reaction product. The product is: [N+:1]([C:4]1[CH:5]=[C:6]([CH:26]=[CH:27][CH:28]=1)[CH2:7][NH:8][C:9]([C:11]1[CH:12]=[C:13]([C:20]2[CH:25]=[CH:24][CH:23]=[CH:22][CH:21]=2)[C:14]([F:19])=[CH:15][C:16]=1[OH:17])=[O:10])([O-:3])=[O:2]. (8) Given the reactants [Cl:1][C:2]1[CH:7]=[CH:6][CH:5]=[C:4]([F:8])[C:3]=1[C:9]1[NH:13][C:12](=[O:14])[N:11]([C:15]2[CH:23]=[CH:22][C:18]([C:19]([NH2:21])=[O:20])=[CH:17][CH:16]=2)[N:10]=1.Br[C:25]1[CH:30]=[CH:29][C:28]([C:31]([F:34])([F:33])[F:32])=[CH:27][CH:26]=1.CC(C)([O-])C.[Na+], predict the reaction product. The product is: [Cl:1][C:2]1[CH:7]=[CH:6][CH:5]=[C:4]([F:8])[C:3]=1[C:9]1[NH:13][C:12](=[O:14])[N:11]([C:15]2[CH:23]=[CH:22][C:18]([C:19]([NH:21][C:25]3[CH:30]=[CH:29][C:28]([C:31]([F:34])([F:33])[F:32])=[CH:27][CH:26]=3)=[O:20])=[CH:17][CH:16]=2)[N:10]=1. (9) Given the reactants C1C=C(Cl)C=C(C(OO)=[O:9])C=1.[CH2:12]([N:14]1[C:20]2[N:21]=[CH:22][C:23]([CH2:25][CH2:26][O:27][C:28]3[C:37]4[C:32](=[CH:33][CH:34]=[CH:35][CH:36]=4)[N:31]=[CH:30][CH:29]=3)=[CH:24][C:19]=2[C:18](=[O:38])[N:17]([CH3:39])[C:16]2[CH:40]=[CH:41][CH:42]=[N:43][C:15]1=2)[CH3:13], predict the reaction product. The product is: [CH2:12]([N:14]1[C:20]2[N:21]=[CH:22][C:23]([CH2:25][CH2:26][O:27][C:28]3[C:37]4[C:32](=[CH:33][CH:34]=[CH:35][CH:36]=4)[N+:31]([O-:9])=[CH:30][CH:29]=3)=[CH:24][C:19]=2[C:18](=[O:38])[N:17]([CH3:39])[C:16]2[CH:40]=[CH:41][CH:42]=[N:43][C:15]1=2)[CH3:13].